Binary Classification. Given a miRNA mature sequence and a target amino acid sequence, predict their likelihood of interaction. From a dataset of Experimentally validated miRNA-target interactions with 360,000+ pairs, plus equal number of negative samples. (1) The miRNA is hsa-miR-3152-5p with sequence AUUGCCUCUGUUCUAACACAAG. The protein sequence of the target gene is MASEAVKVVVRCRPMNQRERELRCQPVVTVDCARAQCCIQNPGAADEPPKQFTFDGAYHVDHVTEQIYNEIAYPLVEGVTEGYNGTIFAYGQTGSGKSFTMQGLPDPPSQRGIIPRAFEHVFESVQCAENTKFLVRASYLEIYNEDVRDLLGADTKQKLELKEHPEKGVYVKGLSMHTVHSVAQCEHIMETGWKNRSVGYTLMNKDSSRSHSIFTISIEMSAVDERGKDHLRAGKLNLVDLAGSERQSKTGATGERLKEATKINLSLSALGNVISALVDGRCKHVPYRDSKLTRLLQDSL.... Result: 0 (no interaction). (2) The miRNA is mmu-miR-804 with sequence UGUGAGUUGUUCCUCACCUGGA. The protein sequence of the target gene is MEAPPVTMMPVTGGTINMMEYLLQGSVLDHSLESLIHRLRGLCDNMEPETFLDHEMVFLLKGQQASPFVLRARRSMDRAGAPWHLRYLGQPEMGDKNRHALVRNCVDIATSENLTDFLMEMGFRMDHEFVAKGHLFRKGIMKVVVYKIFRILVPGNTDSTEALSLSYLVELSVVAPAGQDMVSDDMRNFAEQLKPLVHLEKIDPKRLM. Result: 1 (interaction). (3) The protein sequence of the target gene is MSQAVQTNGTQPLSKTWELSLYELQRTPQEAITDGLEIVVSPRSLHSELMCPICLDMLKNTMTTKECLHRFCADCIITALRSGNKECPTCRKKLVSKRSLRPDPNFDALISKIYPSRDEYEAHQERVLARINKHNNQQALSHSIEEGLKIQAMNRLQRGKKQQIENGSGAEDNGDSSHCSNASTHSNQEAGPSNKRTKTSDDSGLELDNNNAAMAIDPVMDGASEIELVFRPHPTLMEKDDSAQTRYIKTSGNATVDHLSKYLAVRLALEELRSKGESNQMNLDTASEKQYTIYIATASG.... Result: 1 (interaction). The miRNA is hsa-miR-548ac with sequence CAAAAACCGGCAAUUACUUUUG. (4) The miRNA is hsa-miR-335-3p with sequence UUUUUCAUUAUUGCUCCUGACC. The protein sequence of the target gene is MKVSLGNGEMGVSAHLQPCKAGTTRFFTSNTHSSVVLQGFDQLRIEGLLCDVTLVPGDGDEIFPVHRAMMASASDYFKAMFTGGMKEQDLMCIKLHGVNKVGLKKIIDFIYTAKLSLNMDNLQDTLEAASFLQILPVLDFCKVFLISGVSLDNCVEVGRIANTYNLIEVDKYVNNFILKNFPALLSTGEFLKLPFERLAFVLSSNSLKHCTELELFKAACRWLRLEDPRMDYAAKLMKNIRFPLMTPQDLINYVQTVDFMRTDNTCVNLLLEASNYQMMPYMQPVMQSDRTAIRSDSTHL.... Result: 0 (no interaction). (5) The miRNA is hsa-miR-197-3p with sequence UUCACCACCUUCUCCACCCAGC. The protein sequence of the target gene is MARELRALLLWGRRLRPLLRAPALAAVPGGKPILCPRRTTAQLGPRRNPAWSLQAGRLFSTQTAEDKEEPLHSIISSTESVQGSTSKHEFQAETKKLLDIVARSLYSEKEVFIRELISNASDALEKLRHKLVSDGQALPEMEIHLQTNAEKGTITIQDTGIGMTQEELVSNLGTIARSGSKAFLDALQNQAEASSKIIGQFGVGFYSAFMVADRVEVYSRSAAPGSLGYQWLSDGSGVFEIAEASGVRTGTKIIIHLKSDCKEFSSEARVRDVVTKYSNFVSFPLYLNGRRMNTLQAIWM.... Result: 1 (interaction). (6) The miRNA is hsa-miR-5684 with sequence AACUCUAGCCUGAGCAACAG. The protein sequence of the target gene is MDTCGVGYVALGEADPVGSMIVVDSPGQEELSQLDVKASETSGVEASIEMSLPPPLPGFEDSSDRRLPPDQESLTRLEQQDLSSEMSKVSNTRASKPSGRRGGRTARGAKRPQQRKPPSTPLVPGLLDQSNPLSTPMPKKRSQKSKGDLLLLKLSKGLDQPESPHPKRPPEDFETPSGERPRRRAAQVALLYLQELAEELSTALPAPPLSGPKSPKVSSPTKPKKTRQASSQGEEDGSARDEDFVLQVEGEDEEESEAPSENSSDPEPVAPRSTPRGPAAGKQKPHCRGMAPNGLPNYIM.... Result: 0 (no interaction).